From a dataset of Full USPTO retrosynthesis dataset with 1.9M reactions from patents (1976-2016). Predict the reactants needed to synthesize the given product. (1) The reactants are: [CH2:1]([CH:3]([CH2:27][CH2:28][CH2:29][CH3:30])[CH2:4][O:5][C:6]1[CH:11]=[C:10]([N+:12]([O-])=O)[C:9]([N+:15]([O-])=O)=[CH:8][C:7]=1[O:18][CH2:19][CH:20]([CH2:25][CH3:26])[CH2:21][CH2:22][CH2:23][CH3:24])[CH3:2].O.NN. Given the product [CH2:25]([CH:20]([CH2:21][CH2:22][CH2:23][CH3:24])[CH2:19][O:18][C:7]1[CH:8]=[C:9]([NH2:15])[C:10]([NH2:12])=[CH:11][C:6]=1[O:5][CH2:4][CH:3]([CH2:1][CH3:2])[CH2:27][CH2:28][CH2:29][CH3:30])[CH3:26], predict the reactants needed to synthesize it. (2) The reactants are: [H-].[Al+3].[Li+].[H-].[H-].[H-].C(O)C.[Si:10]([O:17][C@@H:18]([CH3:51])[CH2:19][CH2:20][CH2:21][C:22](=[O:50])/[CH:23]=[CH:24]/[C@H:25]1[C@H:29]([O:30][CH:31]2[CH2:36][CH2:35][CH2:34][CH2:33][O:32]2)[CH2:28][C@@H:27]([Cl:37])[C@@H:26]1[CH2:38][CH2:39][CH2:40][C:41]1[S:45][C:44]([C:46]([O:48][CH3:49])=[O:47])=[CH:43][CH:42]=1)([C:13]([CH3:16])([CH3:15])[CH3:14])([CH3:12])[CH3:11]. Given the product [Si:10]([O:17][C@@H:18]([CH3:51])[CH2:19][CH2:20][CH2:21][C@H:22]([OH:50])/[CH:23]=[CH:24]/[C@H:25]1[C@H:29]([O:30][CH:31]2[CH2:36][CH2:35][CH2:34][CH2:33][O:32]2)[CH2:28][C@@H:27]([Cl:37])[C@@H:26]1[CH2:38][CH2:39][CH2:40][C:41]1[S:45][C:44]([C:46]([O:48][CH3:49])=[O:47])=[CH:43][CH:42]=1)([C:13]([CH3:16])([CH3:15])[CH3:14])([CH3:12])[CH3:11], predict the reactants needed to synthesize it. (3) Given the product [CH3:30][O:29][C:24]1[C:23]([C:20]2[CH:21]=[CH:22][C:17]([C@H:15]([NH2:14])[CH3:16])=[CH:18][CH:19]=2)=[CH:28][CH:27]=[CH:26][N:25]=1, predict the reactants needed to synthesize it. The reactants are: FC(F)(F)C(O)=O.C(OC(=O)[NH:14][C@@H:15]([C:17]1[CH:22]=[CH:21][C:20]([C:23]2[C:24]([O:29][CH3:30])=[N:25][CH:26]=[CH:27][CH:28]=2)=[CH:19][CH:18]=1)[CH3:16])(C)(C)C. (4) Given the product [C:1]([O:5][C:6]([N:8]1[CH2:17][CH2:16][C:15]2[C:10](=[C:11]([N:28]3[CH2:29][CH2:30][N:25]([CH3:24])[CH2:26][CH2:27]3)[CH:12]=[C:13]([CH2:20][CH2:21][CH3:22])[C:14]=2[O:18][CH3:19])[CH2:9]1)=[O:7])([CH3:4])([CH3:3])[CH3:2], predict the reactants needed to synthesize it. The reactants are: [C:1]([O:5][C:6]([N:8]1[CH2:17][CH2:16][C:15]2[C:10](=[C:11](Br)[CH:12]=[C:13]([CH2:20][CH2:21][CH3:22])[C:14]=2[O:18][CH3:19])[CH2:9]1)=[O:7])([CH3:4])([CH3:3])[CH3:2].[CH3:24][N:25]1[CH2:30][CH2:29][NH:28][CH2:27][CH2:26]1.C([O-])([O-])=O.[Cs+].[Cs+]. (5) Given the product [NH3:5].[CH3:15][N:16]1[CH:20]=[CH:19][N:18]=[C:17]1[CH:21]1[CH2:26][CH2:25][N:24]([CH:2]2[CH2:8][CH2:7][CH2:6][N:5]([C:9]([O:11][CH2:12][CH3:13])=[O:10])[CH2:4][CH2:3]2)[CH2:23][CH2:22]1, predict the reactants needed to synthesize it. The reactants are: O=[C:2]1[CH2:8][CH2:7][CH2:6][N:5]([C:9]([O:11][CH2:12][CH3:13])=[O:10])[CH2:4][CH2:3]1.Cl.[CH3:15][N:16]1[CH:20]=[CH:19][N:18]=[C:17]1[CH:21]1[CH2:26][CH2:25][NH:24][CH2:23][CH2:22]1.C(O)(=O)C.C(O[BH-](OC(=O)C)OC(=O)C)(=O)C.[Na+]. (6) Given the product [CH2:13]([O:14][CH2:15][CH:16]([O:19][CH2:20][CH2:21][O:22][CH2:23][CH2:24][O:25][CH2:26][CH2:27][O:28][CH2:29][CH2:30][O:31][CH2:32][CH2:33][O:34][CH2:35][CH2:36][O:37][CH2:38][CH2:39][O:40][CH2:41][CH2:42][OH:43])[CH2:17][CH3:18])[CH2:11][CH2:1][CH2:2][CH2:3][CH2:4][CH2:5][CH2:6][CH2:7][CH2:8][CH2:9][CH2:10][CH3:44], predict the reactants needed to synthesize it. The reactants are: [CH2:1]([CH:11]([CH2:13][O:14][CH2:15][CH:16]([O:19][CH2:20][CH2:21][O:22][CH2:23][CH2:24][O:25][CH2:26][CH2:27][O:28][CH2:29][CH2:30][O:31][CH2:32][CH2:33][O:34][CH2:35][CH2:36][O:37][CH2:38][CH2:39][O:40][CH2:41][CH2:42][OH:43])[CH2:17][CH3:18])C)[CH2:2][CH2:3][CH2:4][CH2:5][CH2:6][CH2:7][CH2:8][CH2:9][CH3:10].[CH2:44](OCCOCC(OCCOCCOCCOCCOCCOCCOCCOCCO)CC)CCCCCCCCCCCC.C(C(COCCOCCOCCOCCOCCOCCOCCOCCOCCOCC(O)CC)C)CCCCCCCCC.C(OCCOC(COCCOCCOCCOCCOCCOCCOCCOCCOCCO)CC)CCCCCCCCCCCCCCC.C(OCC(OCCOCCOCCOCCOCCOCCOCCOCCOCC(O)CC)CC)CCCCCCCCCCC.